From a dataset of Reaction yield outcomes from USPTO patents with 853,638 reactions. Predict the reaction yield, written as a fraction of the theoretical maximum amount of product (1.0 means a 100% yield; for example, 0.34 means a 34% yield). (1) The reactants are [H-].[Na+].[C:3]([CH2:5]P(=O)(OCC)OCC)#[N:4].[C:14]1([CH2:20][CH2:21][CH2:22][CH2:23][C:24]2[O:25][C:26]3[C:35]4[C:34](=O)[CH2:33][CH2:32][C:31]=4[CH:30]=[CH:29][C:27]=3[N:28]=2)[CH:19]=[CH:18][CH:17]=[CH:16][CH:15]=1.[Cl-].[NH4+]. The catalyst is O1CCCC1. The product is [C:14]1([CH2:20][CH2:21][CH2:22][CH2:23][C:24]2[O:25][C:26]3[C:35]4[C:34](=[CH:5][C:3]#[N:4])[CH2:33][CH2:32][C:31]=4[CH:30]=[CH:29][C:27]=3[N:28]=2)[CH:19]=[CH:18][CH:17]=[CH:16][CH:15]=1. The yield is 0.940. (2) The product is [N:25]1[C:26]2[C:31](=[CH:30][CH:29]=[CH:28][CH:27]=2)[CH:32]=[CH:33][C:24]=1[N:2]1[CH2:5][CH:4]([C:6]2[C:15]([C:16]3[CH:17]=[C:18]([CH3:22])[CH:19]=[CH:20][CH:21]=3)=[N:14][C:13]3[C:8](=[CH:9][CH:10]=[CH:11][CH:12]=3)[N:7]=2)[CH2:3]1. The yield is 0.637. The reactants are Cl.[NH:2]1[CH2:5][CH:4]([C:6]2[C:15]([C:16]3[CH:17]=[C:18]([CH3:22])[CH:19]=[CH:20][CH:21]=3)=[N:14][C:13]3[C:8](=[CH:9][CH:10]=[CH:11][CH:12]=3)[N:7]=2)[CH2:3]1.Cl[C:24]1[CH:33]=[CH:32][C:31]2[C:26](=[CH:27][CH:28]=[CH:29][CH:30]=2)[N:25]=1.C([O-])([O-])=O.[Cs+].[Cs+]. The catalyst is CN(C=O)C.O.